This data is from Forward reaction prediction with 1.9M reactions from USPTO patents (1976-2016). The task is: Predict the product of the given reaction. (1) Given the reactants [C:1]1([C:7]2[CH:12]=[C:11]([CH2:13][S:14]([N:17]3[CH2:22][C@H:21]([CH3:23])[NH:20][C@H:19]([CH3:24])[CH2:18]3)(=[O:16])=[O:15])[CH:10]=[CH:9][C:8]=2[NH:25][C:26]([C:28]2[N:29](COCC[Si](C)(C)C)[CH:30]=[C:31]([C:33]#[N:34])[N:32]=2)=[O:27])[CH2:6][CH2:5][CH2:4][CH2:3][CH:2]=1.CCO.C(O)(C(F)(F)F)=O, predict the reaction product. The product is: [C:1]1([C:7]2[CH:12]=[C:11]([CH2:13][S:14]([N:17]3[CH2:18][C@H:19]([CH3:24])[NH:20][C@H:21]([CH3:23])[CH2:22]3)(=[O:15])=[O:16])[CH:10]=[CH:9][C:8]=2[NH:25][C:26]([C:28]2[NH:29][CH:30]=[C:31]([C:33]#[N:34])[N:32]=2)=[O:27])[CH2:6][CH2:5][CH2:4][CH2:3][CH:2]=1. (2) Given the reactants [CH3:1][C:2]([C:6]1[CH:11]=[CH:10][C:9]([CH:12]2[CH2:17][CH2:16][CH2:15][CH:14]([NH:18][CH:19]([C:21]3[C:30]4[C:25](=[CH:26][CH:27]=[CH:28][CH:29]=4)[CH:24]=[CH:23][CH:22]=3)[CH3:20])[CH2:13]2)=[CH:8][CH:7]=1)([CH3:5])[C:3]#N.[OH-:31].[Na+].C[OH:34], predict the reaction product. The product is: [CH3:1][C:2]([C:6]1[CH:11]=[CH:10][C:9]([CH:12]2[CH2:17][CH2:16][CH2:15][CH:14]([NH:18][C@@H:19]([C:21]3[C:30]4[C:25](=[CH:26][CH:27]=[CH:28][CH:29]=4)[CH:24]=[CH:23][CH:22]=3)[CH3:20])[CH2:13]2)=[CH:8][CH:7]=1)([CH3:5])[C:3]([OH:34])=[O:31]. (3) Given the reactants [Cl:1][C:2]1[CH:3]=[C:4]([NH:11][C:12](=[O:17])[CH2:13][C:14](=O)[CH3:15])[CH:5]=[C:6]2[C:10]=1[NH:9][N:8]=[CH:7]2.[CH:18]1[C:27]2[C:22](=[CH:23][CH:24]=[CH:25][CH:26]=2)[CH:21]=[CH:20][C:19]=1[CH:28]=O.[NH2:30][C:31]([NH2:33])=[O:32].[O-]S(C(F)(F)F)(=O)=O.[Yb+3].[O-]S(C(F)(F)F)(=O)=O.[O-]S(C(F)(F)F)(=O)=O, predict the reaction product. The product is: [Cl:1][C:2]1[CH:3]=[C:4]([NH:11][C:12]([C:13]2[CH:28]([C:19]3[CH:20]=[CH:21][C:22]4[C:27](=[CH:26][CH:25]=[CH:24][CH:23]=4)[CH:18]=3)[NH:30][C:31](=[O:32])[NH:33][C:14]=2[CH3:15])=[O:17])[CH:5]=[C:6]2[C:10]=1[NH:9][N:8]=[CH:7]2. (4) Given the reactants [C:1]([C:3]1[C:4]2[N:13]([CH:14]3[CH2:18][CH2:17][CH2:16][CH2:15]3)[CH:12]=[C:11]([C:19]3[CH:20]=[C:21]([C:24]([NH2:26])=[O:25])[S:22][CH:23]=3)[C:5]=2[C:6]([O:9]C)=[N:7][CH:8]=1)#[N:2].[I-].[Na+].Cl[Si](C)(C)C.O, predict the reaction product. The product is: [C:1]([C:3]1[C:4]2[N:13]([CH:14]3[CH2:18][CH2:17][CH2:16][CH2:15]3)[CH:12]=[C:11]([C:19]3[CH:20]=[C:21]([C:24]([NH2:26])=[O:25])[S:22][CH:23]=3)[C:5]=2[C:6](=[O:9])[NH:7][CH:8]=1)#[N:2]. (5) Given the reactants [O-]O.[C:3]1([CH:9]([CH3:11])[CH3:10])[CH:8]=[CH:7][CH:6]=[CH:5][CH:4]=1.C1C(Cl)=CC=C(Cl)C=1.C(OCC1OC1)(=O)C(C)=C.[C:30]1([C:36]([CH2:38]C(C2C=CC=CC=2)(C)C)=[CH2:37])[CH:35]=[CH:34][CH:33]=[CH:32][CH:31]=1, predict the reaction product. The product is: [CH3:11][C:9]([C:3]1[CH:8]=[CH:7][CH:6]=[CH:5][CH:4]=1)=[CH2:10].[CH3:38][C:36]([C:30]1[CH:35]=[CH:34][CH:33]=[CH:32][CH:31]=1)=[CH2:37]. (6) Given the reactants C[C:2]1(C)[C:16]2[C:17]3[N:5]([C:6]4[CH:7]=[CH:8][CH:9]=[CH:10][C:11]=4[C:12]=3[CH:13]=[CH:14][CH:15]=2)[C:4]2[CH:18]=[CH:19][S:20][C:3]1=2.C1C(=O)N([Br:29])C(=O)C1.[OH2:30].CN([CH:34]=[O:35])C, predict the reaction product. The product is: [Br:29][C:14]1[CH:15]=[CH:16][C:17]2[N:5]([C:4]3[CH:18]=[CH:19][S:20][C:3]=3[C:2]([O:35][CH3:34])=[O:30])[C:6]3[C:11]([C:12]=2[CH:13]=1)=[CH:10][CH:9]=[CH:8][CH:7]=3.